From a dataset of Full USPTO retrosynthesis dataset with 1.9M reactions from patents (1976-2016). Predict the reactants needed to synthesize the given product. Given the product [Cl:9][C:10]1[C:11]([CH2:20][O:21][C:22]2[CH:27]=[CH:26][C:25]([Cl:28])=[C:24]([Cl:29])[CH:23]=2)=[CH:12][C:13]2[O:17][N:16]=[C:15]([NH:18][S:5]([CH2:4][CH2:3][O:2][CH3:1])(=[O:7])=[O:6])[C:14]=2[CH:19]=1, predict the reactants needed to synthesize it. The reactants are: [CH3:1][O:2][CH2:3][CH2:4][S:5](Cl)(=[O:7])=[O:6].[Cl:9][C:10]1[C:11]([CH2:20][O:21][C:22]2[CH:27]=[CH:26][C:25]([Cl:28])=[C:24]([Cl:29])[CH:23]=2)=[CH:12][C:13]2[O:17][N:16]=[C:15]([NH2:18])[C:14]=2[CH:19]=1.